The task is: Predict the product of the given reaction.. This data is from Forward reaction prediction with 1.9M reactions from USPTO patents (1976-2016). (1) Given the reactants [C:1]([C:3]1[C:4]([C:8]([OH:10])=O)=[CH:5][NH:6][CH:7]=1)#[N:2].Cl.CN.O[N:15]1[C:19]2C=CC=CC=2N=N1.Cl, predict the reaction product. The product is: [CH3:19][NH:15][C:8]([C:4]1[C:3]([C:1]#[N:2])=[CH:7][NH:6][CH:5]=1)=[O:10]. (2) Given the reactants [F:1][C:2]([F:7])([F:6])[C:3]([OH:5])=[O:4].[CH3:8][C:9]1[N:14]2[N:15]=[N:16][N:17]=[C:13]2[C:12]2[N:18]=[C:19]([CH3:31])[N:20]([CH2:21][CH2:22][NH:23]C(=O)OC(C)(C)C)[C:11]=2[C:10]=1[CH3:32], predict the reaction product. The product is: [F:1][C:2]([F:7])([F:6])[C:3]([OH:5])=[O:4].[CH3:8][C:9]1[N:14]2[N:15]=[N:16][N:17]=[C:13]2[C:12]2[N:18]=[C:19]([CH3:31])[N:20]([CH2:21][CH2:22][NH2:23])[C:11]=2[C:10]=1[CH3:32]. (3) Given the reactants [CH3:1][C@@H:2]1[N:13]([C:14]([O:16][C:17]([CH3:20])([CH3:19])[CH3:18])=[O:15])[CH2:12][CH2:11][C@@:4]2([NH:8][S:7](=[O:10])(=[O:9])[CH:6]=[CH:5]2)[CH2:3]1.FC1C=C(N2[C@@]3(CCN(C(OCC4C=CC=CC=4)=O)[C@@H](C)C3)C=CS2(=O)=O)C=CC=1, predict the reaction product. The product is: [CH3:1][C@@H:2]1[N:13]([C:14]([O:16][C:17]([CH3:18])([CH3:20])[CH3:19])=[O:15])[CH2:12][CH2:11][C@@:4]2([NH:8][S:7](=[O:9])(=[O:10])[CH2:6][CH2:5]2)[CH2:3]1. (4) Given the reactants [NH:1]1[C:9]2[C:4](=[CH:5][CH:6]=[CH:7][CH:8]=2)[C:3]([CH2:10][C:11]2[CH:17]=[CH:16][C:14]([NH2:15])=[CH:13][C:12]=2[CH2:18][CH3:19])=[CH:2]1.[C:20](Cl)(=O)[O:21]C1C=CC([N+]([O-])=O)=CC=1.C(N(C(C)C)CC)(C)C.[CH3:42][N:43]1[CH2:48][CH2:47][N:46]([CH2:49][CH2:50][NH2:51])[CH2:45][CH2:44]1, predict the reaction product. The product is: [NH:1]1[C:9]2[C:4](=[CH:5][CH:6]=[CH:7][CH:8]=2)[C:3]([CH2:10][C:11]2[CH:17]=[CH:16][C:14]([NH:15][C:20]([NH:51][CH2:50][CH2:49][N:46]3[CH2:47][CH2:48][N:43]([CH3:42])[CH2:44][CH2:45]3)=[O:21])=[CH:13][C:12]=2[CH2:18][CH3:19])=[CH:2]1. (5) The product is: [CH2:15]1[C:16]2([CH2:20][C:19]([C:21]3[CH:26]=[N:25][C:24]4[N:27]([CH2:3][C:2]([F:6])([F:5])[F:1])[N:28]=[CH:29][C:23]=4[C:22]=3[NH:30][CH:31]3[CH2:32][CH2:33][O:34][CH2:35][CH2:36]3)=[N:18][O:17]2)[CH2:13][CH2:14]1. Given the reactants [F:1][C:2]([F:6])([F:5])[CH2:3]I.C(=O)([O-])[O-].[K+].[K+].[CH2:13]1[C:16]2([CH2:20][C:19]([C:21]3[CH:26]=[N:25][C:24]4[NH:27][N:28]=[CH:29][C:23]=4[C:22]=3[NH:30][CH:31]3[CH2:36][CH2:35][O:34][CH2:33][CH2:32]3)=[N:18][O:17]2)[CH2:15][CH2:14]1, predict the reaction product. (6) Given the reactants [NH:1]1[CH:5]=[CH:4][CH:3]=[N:2]1.[H-].[Na+].[CH3:8][O:9][CH2:10][N:11]1[C:16]2[CH:17]=[C:18]([CH2:21]Cl)[CH:19]=[CH:20][C:15]=2[S:14][C:13]2[N:23]=[CH:24][CH:25]=[N:26][C:12]1=2.O, predict the reaction product. The product is: [CH3:8][O:9][CH2:10][N:11]1[C:16]2[CH:17]=[C:18]([CH2:21][N:1]3[CH:5]=[CH:4][CH:3]=[N:2]3)[CH:19]=[CH:20][C:15]=2[S:14][C:13]2[N:23]=[CH:24][CH:25]=[N:26][C:12]1=2. (7) Given the reactants C[O:2][C:3]([C:5]1[C:6](Cl)=[N:7][C:8]2[C:13]([C:14]=1[C:15]1[CH:20]=[CH:19][CH:18]=[CH:17][CH:16]=1)=[CH:12][C:11]([Cl:21])=[CH:10][C:9]=2[Cl:22])=[O:4].[CH2:24]([NH:26][CH2:27][CH3:28])[CH3:25], predict the reaction product. The product is: [Cl:21][C:11]1[CH:12]=[C:13]2[C:8](=[C:9]([Cl:22])[CH:10]=1)[N:7]=[C:6]([N:26]([CH2:27][CH3:28])[CH2:24][CH3:25])[C:5]([C:3]([OH:2])=[O:4])=[C:14]2[C:15]1[CH:20]=[CH:19][CH:18]=[CH:17][CH:16]=1.